From a dataset of Reaction yield outcomes from USPTO patents with 853,638 reactions. Predict the reaction yield, written as a fraction of the theoretical maximum amount of product (1.0 means a 100% yield; for example, 0.34 means a 34% yield). (1) The reactants are [Br:1][C:2]1[CH:3]=[C:4]([C:11]([O:13][CH2:14][CH3:15])=[O:12])[C:5]2[CH:10]=[N:9][NH:8][C:6]=2[N:7]=1.C([O-])([O-])=O.[K+].[K+].[CH:22]1(Br)[CH2:26][CH2:25][CH2:24][CH2:23]1. The catalyst is C(#N)C. The yield is 0.500. The product is [Br:1][C:2]1[CH:3]=[C:4]([C:11]([O:13][CH2:14][CH3:15])=[O:12])[C:5]2[CH:10]=[N:9][N:8]([CH:22]3[CH2:26][CH2:25][CH2:24][CH2:23]3)[C:6]=2[N:7]=1. (2) The reactants are Cl.[NH2:2][OH:3].C([N:6]([CH2:9][CH3:10])CC)C.C(C1C=C[C:16]([CH2:19][CH2:20][O:21][C:22]2[CH:23]=[C:24]([N:28]([C:38]([CH3:43])([CH3:42])[P:39](=[O:41])=[O:40])[S:29]([C:32]3[CH:37]=[CH:36][CH:35]=[CH:34][CH:33]=3)(=[O:31])=[O:30])[CH:25]=[CH:26][CH:27]=2)=[CH:15][CH:14]=1)#N.[CH3:44][CH2:45]O. No catalyst specified. The product is [NH2:6][C:9]1[CH:14]=[CH:15][C:16]([CH2:19][CH2:20][O:21][C:22]2[CH:23]=[C:24]([N:28]([C:38]([CH3:43])([CH3:42])[P:39](=[O:41])=[O:40])[S:29]([C:32]3[CH:33]=[CH:34][CH:35]=[CH:36][CH:37]=3)(=[O:30])=[O:31])[CH:25]=[CH:26][CH:27]=2)=[C:44]([CH:45]=[N:2][OH:3])[CH:10]=1. The yield is 0.560. (3) The reactants are [O:1]1[C:5]2[CH:6]=[CH:7][C:8]([C:10]3([C:13]([NH:15][C:16]4[CH:17]=[C:18]5[C:22](=[CH:23][C:24]=4[F:25])[NH:21][CH:20]([C:26]([CH3:29])([CH3:28])[CH3:27])[CH2:19]5)=[O:14])[CH2:12][CH2:11]3)=[CH:9][C:4]=2[O:3][CH2:2]1.[CH2:30]([O:37]CCC=O)[C:31]1C=CC=C[CH:32]=1.[BH-](OC(C)=O)(OC(C)=O)OC(C)=O.[Na+]. The catalyst is ClCCl. The product is [O:1]1[C:5]2[CH:6]=[CH:7][C:8]([C:10]3([C:13]([NH:15][C:16]4[CH:17]=[C:18]5[C:22](=[CH:23][C:24]=4[F:25])[N:21]([CH2:32][CH2:31][CH2:30][OH:37])[C:20]([C:26]([CH3:29])([CH3:28])[CH3:27])=[CH:19]5)=[O:14])[CH2:12][CH2:11]3)=[CH:9][C:4]=2[O:3][CH2:2]1. The yield is 0.0800. (4) The reactants are [CH:1]([C@H:14]1[O:19][CH2:18][C@@H:17]([NH2:20])[CH2:16][CH2:15]1)([C:8]1[CH:13]=[CH:12][CH:11]=[CH:10][CH:9]=1)[C:2]1[CH:7]=[CH:6][CH:5]=[CH:4][CH:3]=1.[C:21]([C:23]1[CH:30]=[CH:29][C:26]([CH:27]=O)=[CH:25][CH:24]=1)#[N:22].C(O)(=O)C.[BH3-]C#N.[Na+]. The catalyst is ClCCCl.CO. The product is [CH:1]([C@H:14]1[O:19][CH2:18][C@@H:17]([NH:20][CH2:27][C:26]2[CH:29]=[CH:30][C:23]([C:21]#[N:22])=[CH:24][CH:25]=2)[CH2:16][CH2:15]1)([C:8]1[CH:13]=[CH:12][CH:11]=[CH:10][CH:9]=1)[C:2]1[CH:3]=[CH:4][CH:5]=[CH:6][CH:7]=1. The yield is 0.800. (5) The reactants are [NH2:1][C:2]1[CH2:6][CH2:5][C@@H:4]([CH3:7])[C:3]=1[C:8]([O:10]CC)=O.C([O-])=O.[NH4+].[CH:17]([NH2:19])=O. No catalyst specified. The product is [CH3:7][C@H:4]1[C:3]2[C:8]([OH:10])=[N:19][CH:17]=[N:1][C:2]=2[CH2:6][CH2:5]1. The yield is 0.650. (6) The reactants are [NH2:1][C:2]1[CH:7]=[CH:6][C:5]([S:8]([OH:11])(=[O:10])=O)=[CH:4][C:3]=1[CH3:12].[CH3:13][N:14]1[CH2:19][CH2:18][NH:17][CH2:16][CH2:15]1. The catalyst is S(Cl)(Cl)=O. The product is [CH3:12][C:3]1[CH:4]=[C:5]([S:8]([N:17]2[CH2:18][CH2:19][N:14]([CH3:13])[CH2:15][CH2:16]2)(=[O:10])=[O:11])[CH:6]=[CH:7][C:2]=1[NH2:1]. The yield is 0.440.